This data is from Forward reaction prediction with 1.9M reactions from USPTO patents (1976-2016). The task is: Predict the product of the given reaction. Given the reactants [C:1]([O:5][C:6](=[O:27])[NH:7][C@H:8]([C:21]1[CH:26]=[CH:25][CH:24]=[CH:23][CH:22]=1)[CH2:9][NH:10][CH2:11][CH:12]1[CH2:17][CH2:16][N:15]([CH:18]([CH3:20])[CH3:19])[CH2:14][CH2:13]1)([CH3:4])([CH3:3])[CH3:2].C1C(=O)N([O:35][C:36]([O:38][CH2:39][CH:40]2[C:52]3[C:47](=[CH:48][CH:49]=[CH:50][CH:51]=3)[C:46]3[C:41]2=[CH:42][CH:43]=[CH:44][CH:45]=3)=O)C(=O)C1, predict the reaction product. The product is: [C:1]([O:5][C:6](=[O:27])[NH:7][C@H:8]([C:21]1[CH:26]=[CH:25][CH:24]=[CH:23][CH:22]=1)[CH2:9][N:10]([C:36]([O:38][CH2:39][CH:40]1[C:41]2[CH:42]=[CH:43][CH:44]=[CH:45][C:46]=2[C:47]2[C:52]1=[CH:51][CH:50]=[CH:49][CH:48]=2)=[O:35])[CH2:11][CH:12]1[CH2:13][CH2:14][N:15]([CH:18]([CH3:19])[CH3:20])[CH2:16][CH2:17]1)([CH3:3])([CH3:4])[CH3:2].